This data is from Reaction yield outcomes from USPTO patents with 853,638 reactions. The task is: Predict the reaction yield, written as a fraction of the theoretical maximum amount of product (1.0 means a 100% yield; for example, 0.34 means a 34% yield). The reactants are [C:1]([O:5][C:6](=[O:52])[C@@H:7]([NH:31][C:32](=[O:51])[NH:33][C@@H:34]([CH2:42][CH2:43][C:44]([O:46][C:47]([CH3:50])([CH3:49])[CH3:48])=[O:45])[C:35]([O:37][C:38]([CH3:41])([CH3:40])[CH3:39])=[O:36])[CH2:8][CH2:9][CH2:10][CH2:11][NH:12][C:13](=[O:30])[CH2:14][CH2:15][CH2:16][CH2:17][CH2:18][CH2:19][C:20](ON1C(=O)CCC1=O)=[O:21])([CH3:4])([CH3:3])[CH3:2].[NH2:53][C@@H:54]([CH2:58][CH2:59][CH2:60][CH2:61][N:62]([CH2:70][C:71]1[N:72]([CH3:76])[CH:73]=[CH:74][N:75]=1)[CH2:63][C:64]1[N:65]([CH3:69])[CH:66]=[CH:67][N:68]=1)[C:55]([OH:57])=[O:56].CCN(C(C)C)C(C)C. The catalyst is CN(C=O)C. The product is [CH3:69][N:65]1[CH:66]=[CH:67][N:68]=[C:64]1[CH2:63][N:62]([CH2:70][C:71]1[N:72]([CH3:76])[CH:73]=[CH:74][N:75]=1)[CH2:61][CH2:60][CH2:59][CH2:58][C@@H:54]([C:55]([OH:57])=[O:56])[NH:53][C:20](=[O:21])[CH2:19][CH2:18][CH2:17][CH2:16][CH2:15][CH2:14][C:13](=[O:30])[NH:12][CH2:11][CH2:10][CH2:9][CH2:8][C@@H:7]([C:6]([O:5][C:1]([CH3:4])([CH3:3])[CH3:2])=[O:52])[NH:31][C:32](=[O:51])[NH:33][C@H:34]([C:35]([O:37][C:38]([CH3:39])([CH3:40])[CH3:41])=[O:36])[CH2:42][CH2:43][C:44](=[O:45])[O:46][C:47]([CH3:49])([CH3:50])[CH3:48]. The yield is 0.180.